Task: Binary Classification. Given a T-cell receptor sequence (or CDR3 region) and an epitope sequence, predict whether binding occurs between them.. Dataset: TCR-epitope binding with 47,182 pairs between 192 epitopes and 23,139 TCRs (1) The epitope is SEVGPEHSLAEY. The TCR CDR3 sequence is CASSQEPTPSSYNEQFF. Result: 1 (the TCR binds to the epitope). (2) The epitope is GPGHKARVL. The TCR CDR3 sequence is CASSQAATGSYEQYF. Result: 1 (the TCR binds to the epitope). (3) The epitope is LQPFPQPELPYPQPQ. The TCR CDR3 sequence is CASSPLSFGGGQETQYF. Result: 1 (the TCR binds to the epitope). (4) The epitope is SLFNTVATLY. The TCR CDR3 sequence is CSVEDADRSMNTEAFF. Result: 0 (the TCR does not bind to the epitope). (5) The epitope is RAKFKQLL. The TCR CDR3 sequence is CASRLRDSYTF. Result: 1 (the TCR binds to the epitope).